Predict the reactants needed to synthesize the given product. From a dataset of Full USPTO retrosynthesis dataset with 1.9M reactions from patents (1976-2016). (1) Given the product [OH:2][C:3]1[CH:4]=[C:5]([CH:10]=[C:11]([C:13]2[CH:22]=[CH:21][C:20]3[C:15](=[CH:16][CH:17]=[C:18]([OH:23])[CH:19]=3)[CH:14]=2)[CH:12]=1)[C:6]([NH:8][CH3:9])=[O:7], predict the reactants needed to synthesize it. The reactants are: C[O:2][C:3]1[CH:4]=[C:5]([CH:10]=[C:11]([C:13]2[CH:22]=[CH:21][C:20]3[C:15](=[CH:16][CH:17]=[C:18]([O:23]C)[CH:19]=3)[CH:14]=2)[CH:12]=1)[C:6]([NH:8][CH3:9])=[O:7].B(Br)(Br)Br. (2) The reactants are: [C:1]([O:5][C:6](=[O:17])[C:7]1[CH:12]=[CH:11][C:10]([CH3:13])=[C:9]([N+:14]([O-:16])=[O:15])[CH:8]=1)([CH3:4])([CH3:3])[CH3:2].C=O.C[C:21]([O-:24])(C)C.[K+]. Given the product [C:1]([O:5][C:6](=[O:17])[C:7]1[CH:12]=[CH:11][C:10]([CH2:13][CH2:21][OH:24])=[C:9]([N+:14]([O-:16])=[O:15])[CH:8]=1)([CH3:4])([CH3:2])[CH3:3], predict the reactants needed to synthesize it. (3) Given the product [N:13]([CH2:16][CH2:17][CH2:18][CH2:19][CH:20]([CH3:1])[C:21]([O:23][CH2:24][CH3:25])=[O:22])=[N+:14]=[N-:15], predict the reactants needed to synthesize it. The reactants are: [CH2:1]([Li])CCC.C(NC(C)C)(C)C.[N:13]([CH2:16][CH2:17][CH2:18][CH2:19][CH2:20][C:21]([O:23][CH2:24][CH3:25])=[O:22])=[N+:14]=[N-:15].CI.[Cl-].[NH4+].